Binary Classification. Given a drug SMILES string, predict its activity (active/inactive) in a high-throughput screening assay against a specified biological target. From a dataset of Choline transporter screen with 302,306 compounds. (1) The result is 0 (inactive). The compound is s1c(NC(=O)c2ccc(N3CCCC3=O)cc2)nc(c1)C. (2) The drug is S1C(c2ccccc2)C(=O)Nc2c1cccc2. The result is 0 (inactive). (3) The drug is s1c2c(n3c1nc(cc3=O)C)c(=O)n(c2=O)Cc1ccccc1. The result is 0 (inactive).